Dataset: Forward reaction prediction with 1.9M reactions from USPTO patents (1976-2016). Task: Predict the product of the given reaction. (1) Given the reactants [C:1]([N:8]1[CH2:13][CH2:12][C:11]([C:14]([O:16]C)=[O:15])=[CH:10][CH2:9]1)([O:3][C:4]([CH3:7])([CH3:6])[CH3:5])=[O:2].[OH-].[Na+], predict the reaction product. The product is: [C:1]([N:8]1[CH2:13][CH2:12][C:11]([C:14]([OH:16])=[O:15])=[CH:10][CH2:9]1)([O:3][C:4]([CH3:7])([CH3:6])[CH3:5])=[O:2]. (2) Given the reactants [CH2:1]([N:8]1[CH2:15][CH2:14][C:11]2([O:13][CH2:12]2)[CH2:10][CH2:9]1)[C:2]1[CH:7]=[CH:6][CH:5]=[CH:4][CH:3]=1.Cl.[CH3:17][C:18](=[CH2:21])[CH2:19][NH2:20].CCN(C(C)C)C(C)C, predict the reaction product. The product is: [CH2:1]([N:8]1[CH2:15][CH2:14][C:11]([CH2:12][NH:20][CH2:19][C:18]([CH3:21])=[CH2:17])([OH:13])[CH2:10][CH2:9]1)[C:2]1[CH:7]=[CH:6][CH:5]=[CH:4][CH:3]=1. (3) Given the reactants [C:1]([CH2:3][C:4](O)=[O:5])#[N:2].CCN(C(C)C)C(C)C.CN(C(ON1N=NC2C=CC=CC1=2)=[N+](C)C)C.[B-](F)(F)(F)F.Cl.[NH:39]1[CH2:44][CH2:43][CH2:42][CH:41]([N:45]2[C:49]3[CH:50]=[CH:51][CH:52]=[CH:53][C:48]=3[N:47]=[C:46]2[NH:54][C:55](=[O:62])[C:56]2[CH:61]=[CH:60][CH:59]=[N:58][CH:57]=2)[CH2:40]1, predict the reaction product. The product is: [C:1]([CH2:3][C:4]([N:39]1[CH2:44][CH2:43][CH2:42][CH:41]([N:45]2[C:49]3[CH:50]=[CH:51][CH:52]=[CH:53][C:48]=3[N:47]=[C:46]2[NH:54][C:55](=[O:62])[C:56]2[CH:61]=[CH:60][CH:59]=[N:58][CH:57]=2)[CH2:40]1)=[O:5])#[N:2]. (4) Given the reactants [Cl:1][C:2]1[C:11]([Cl:12])=[CH:10][C:5]2[NH:6][C:7](=O)[NH:8][C:4]=2[CH:3]=1.O.N.P(Cl)(Cl)([Cl:17])=O, predict the reaction product. The product is: [Cl:17][C:7]1[NH:6][C:5]2[CH:10]=[C:11]([Cl:12])[C:2]([Cl:1])=[CH:3][C:4]=2[N:8]=1. (5) Given the reactants [C:1]([C:9]1[CH:14]=[CH:13][C:12]([CH2:15][CH2:16][NH:17][C:18](=[O:20])[CH3:19])=[CH:11][CH:10]=1)(=[O:8])[C:2]1[CH:7]=[CH:6][CH:5]=[CH:4][CH:3]=1.S(=O)(=O)(O)O.[CH2:26]=O, predict the reaction product. The product is: [C:18]([N:17]1[CH2:16][CH2:15][C:12]2[C:11](=[CH:10][C:9]([C:1]([C:2]3[CH:3]=[CH:4][CH:5]=[CH:6][CH:7]=3)=[O:8])=[CH:14][CH:13]=2)[CH2:26]1)(=[O:20])[CH3:19]. (6) Given the reactants Cl.[NH2:2][C:3]1[C:8]([NH2:9])=[C:7]([C:10]2[S:11][CH:12]=[CH:13][CH:14]=2)[CH:6]=[C:5]([NH:15][C:16]([O:18][CH2:19][CH3:20])=[O:17])[N:4]=1.[CH2:21](OC(O)O)C, predict the reaction product. The product is: [S:11]1[CH:12]=[CH:13][CH:14]=[C:10]1[C:7]1[CH:6]=[C:5]([NH:15][C:16]([O:18][CH2:19][CH3:20])=[O:17])[N:4]=[C:3]2[NH:2][CH:21]=[N:9][C:8]=12. (7) Given the reactants C([O:3][C:4](=O)[CH2:5][CH:6]([C:13]1[CH:14]=[C:15]2[C:19](=[C:20]([F:22])[CH:21]=1)[NH:18][CH:17]=[C:16]2[C:23]#[N:24])[C:7]1[CH:12]=[CH:11][CH:10]=[CH:9][CH:8]=1)C.OCCC(N1C2C(=CC=CC=2)C(C#N)=C1)C1C=CC=CC=1, predict the reaction product. The product is: [F:22][C:20]1[CH:21]=[C:13]([CH:6]([C:7]2[CH:12]=[CH:11][CH:10]=[CH:9][CH:8]=2)[CH2:5][CH2:4][OH:3])[CH:14]=[C:15]2[C:19]=1[NH:18][CH:17]=[C:16]2[C:23]#[N:24]. (8) Given the reactants [F:1][C:2]([CH3:18])([CH3:17])[CH2:3][O:4][C:5]1[CH:14]=[CH:13][C:8]([C:9]([O:11]C)=[O:10])=[CH:7][C:6]=1[O:15][CH3:16].[OH-].[Na+], predict the reaction product. The product is: [F:1][C:2]([CH3:18])([CH3:17])[CH2:3][O:4][C:5]1[CH:14]=[CH:13][C:8]([C:9]([OH:11])=[O:10])=[CH:7][C:6]=1[O:15][CH3:16]. (9) Given the reactants [C:1](Cl)([C:14]1[CH:19]=[CH:18][CH:17]=[CH:16][CH:15]=1)([C:8]1[CH:13]=[CH:12][CH:11]=[CH:10][CH:9]=1)[C:2]1[CH:7]=[CH:6][CH:5]=[CH:4][CH:3]=1.[OH:21][C@H:22]1[C@H:27]([C:28]2[CH:37]=[CH:36][C:31]([C:32]([O:34][CH3:35])=[O:33])=[CH:30][CH:29]=2)[C@@H:26]([CH2:38][OH:39])[CH2:25][N:24]([S:40]([C:43]2[CH:48]=[CH:47][C:46]([CH3:49])=[CH:45][CH:44]=2)(=[O:42])=[O:41])[CH2:23]1, predict the reaction product. The product is: [OH:21][C@H:22]1[C@H:27]([C:28]2[CH:29]=[CH:30][C:31]([C:32]([O:34][CH3:35])=[O:33])=[CH:36][CH:37]=2)[C@@H:26]([CH2:38][O:39][C:1]([C:14]2[CH:19]=[CH:18][CH:17]=[CH:16][CH:15]=2)([C:8]2[CH:13]=[CH:12][CH:11]=[CH:10][CH:9]=2)[C:2]2[CH:7]=[CH:6][CH:5]=[CH:4][CH:3]=2)[CH2:25][N:24]([S:40]([C:43]2[CH:48]=[CH:47][C:46]([CH3:49])=[CH:45][CH:44]=2)(=[O:42])=[O:41])[CH2:23]1.